Dataset: KCNQ2 potassium channel screen with 302,405 compounds. Task: Binary Classification. Given a drug SMILES string, predict its activity (active/inactive) in a high-throughput screening assay against a specified biological target. (1) The drug is O(\N=C(/N)c1ccc(cc1)C)C(=O)Cc1ccccc1. The result is 0 (inactive). (2) The result is 0 (inactive). The molecule is s1c(cc(C(=O)NCc2c(F)cccc2)c1)C. (3) The compound is S(=O)(=O)(N)c1ccc(CNC(=O)NC(Cc2ccccc2)C(OC)=O)cc1. The result is 0 (inactive). (4) The drug is s1c2c([nH]c3c([nH]c2)cccc3)nc1=O. The result is 0 (inactive). (5) The molecule is O=C(Nc1c(c(ccc1)C)C)C1C(C1)c1ccccc1. The result is 1 (active). (6) The molecule is Fc1cc(CNC(=O)C2(N(CC=C2)C(=O)C)C)cc(c1)C(F)(F)F. The result is 0 (inactive).